Dataset: Reaction yield outcomes from USPTO patents with 853,638 reactions. Task: Predict the reaction yield, written as a fraction of the theoretical maximum amount of product (1.0 means a 100% yield; for example, 0.34 means a 34% yield). (1) The reactants are Br[C:2]1[CH:3]=[C:4]([N:8]2[CH:13]=[CH:12][C:11](=[O:14])[C:10]([C:15]3[N:16]([C:20]4[C:29]5[C:24](=[CH:25][CH:26]=[CH:27][CH:28]=5)[CH:23]=[CH:22][CH:21]=4)[N:17]=[CH:18][CH:19]=3)=[N:9]2)[CH:5]=[CH:6][CH:7]=1.[F:30][CH2:31][CH2:32][OH:33].CCN(CC)CC.[C]=O.C[CH2:44][O:45]C(C)=O. The catalyst is C1C=CC(P(C2C=CC=CC=2)[C-]2C=CC=C2)=CC=1.C1C=CC(P(C2C=CC=CC=2)[C-]2C=CC=C2)=CC=1.Cl[Pd]Cl.[Fe+2]. The product is [F:30][CH2:31][CH2:32][O:33][C:44](=[O:45])[C:2]1[CH:7]=[CH:6][CH:5]=[C:4]([N:8]2[CH:13]=[CH:12][C:11](=[O:14])[C:10]([C:15]3[N:16]([C:20]4[C:21]5[C:26](=[CH:25][CH:24]=[CH:23][CH:22]=5)[CH:27]=[CH:28][CH:29]=4)[N:17]=[CH:18][CH:19]=3)=[N:9]2)[CH:3]=1. The yield is 0.670. (2) The reactants are F[C:2]1[CH:9]=[CH:8][C:5]([CH:6]=[O:7])=[CH:4][CH:3]=1.[C:10]1([OH:16])[CH:15]=[CH:14][CH:13]=[CH:12][CH:11]=1.C([O-])([O-])=O.[K+].[K+]. The catalyst is CN(C=O)C. The product is [O:16]([C:2]1[CH:9]=[CH:8][C:5]([CH:6]=[O:7])=[CH:4][CH:3]=1)[C:10]1[CH:15]=[CH:14][CH:13]=[CH:12][CH:11]=1. The yield is 0.965. (3) The reactants are [OH:1][C:2]1[CH:3]=[C:4]([CH:9]=[CH:10][CH:11]=1)[C:5]([O:7][CH3:8])=[O:6].[H-].[Na+].[Cl:14][C:15]1[CH:20]=[C:19]([N+]([O-])=O)[CH:18]=[CH:17][N:16]=1.C(OCC)(=O)C. The catalyst is CN(C=O)C. The product is [Cl:14][C:15]1[CH:20]=[C:19]([O:1][C:2]2[CH:3]=[C:4]([CH:9]=[CH:10][CH:11]=2)[C:5]([O:7][CH3:8])=[O:6])[CH:18]=[CH:17][N:16]=1. The yield is 0.900. (4) The reactants are [C:1]1([CH3:11])[CH:6]=[CH:5][C:4]([S:7](Cl)(=[O:9])=[O:8])=[CH:3][CH:2]=1.[CH:12]1([CH2:15][CH2:16][OH:17])[CH2:14][CH2:13]1. The catalyst is N1C=CC=CC=1.ClCCl.CCOCC. The product is [CH:12]1([CH2:15][CH2:16][O:17][S:7]([C:4]2[CH:5]=[CH:6][C:1]([CH3:11])=[CH:2][CH:3]=2)(=[O:9])=[O:8])[CH2:14][CH2:13]1. The yield is 0.890. (5) The reactants are Br[CH2:2][C:3]([O:5][C:6]([CH3:9])([CH3:8])[CH3:7])=[O:4].[CH2:10]([O:17][C:18]1[C:22]([OH:23])=[C:21]([C:24]([O:26][CH2:27][CH3:28])=[O:25])[N:20]([C:29]2[CH:34]=[CH:33][C:32]([O:35][CH3:36])=[CH:31][CH:30]=2)[C:19]=1[C:37]([O:39][CH2:40][CH3:41])=[O:38])[C:11]1[CH:16]=[CH:15][CH:14]=[CH:13][CH:12]=1.C([O-])([O-])=O.[K+].[K+]. The catalyst is CN(C=O)C. The product is [CH2:10]([O:17][C:18]1[C:22]([O:23][CH2:2][C:3]([O:5][C:6]([CH3:9])([CH3:8])[CH3:7])=[O:4])=[C:21]([C:24]([O:26][CH2:27][CH3:28])=[O:25])[N:20]([C:29]2[CH:30]=[CH:31][C:32]([O:35][CH3:36])=[CH:33][CH:34]=2)[C:19]=1[C:37]([O:39][CH2:40][CH3:41])=[O:38])[C:11]1[CH:16]=[CH:15][CH:14]=[CH:13][CH:12]=1. The yield is 0.720.